The task is: Predict the product of the given reaction.. This data is from Forward reaction prediction with 1.9M reactions from USPTO patents (1976-2016). (1) Given the reactants [C:1]([Si:5]([CH3:35])([CH3:34])[O:6][CH2:7][CH2:8][NH:9][C:10]1[CH:15]=[CH:14][C:13]([NH:16][C:17]([C:19]2[C:24]([NH:25][C:26]([C:28]3[S:29][C:30]([Cl:33])=[CH:31][CH:32]=3)=[O:27])=[CH:23][CH:22]=[CH:21][N:20]=2)=[O:18])=[CH:12][CH:11]=1)([CH3:4])([CH3:3])[CH3:2].[N:36]#[C:37]Br.C(=O)(O)[O-].[Na+], predict the reaction product. The product is: [Si:5]([O:6][CH2:7][CH2:8][N:9]([C:37]#[N:36])[C:10]1[CH:11]=[CH:12][C:13]([NH:16][C:17]([C:19]2[C:24]([NH:25][C:26]([C:28]3[S:29][C:30]([Cl:33])=[CH:31][CH:32]=3)=[O:27])=[CH:23][CH:22]=[CH:21][N:20]=2)=[O:18])=[CH:14][CH:15]=1)([C:1]([CH3:4])([CH3:3])[CH3:2])([CH3:35])[CH3:34]. (2) Given the reactants [CH3:1]C(C)([O-])C.[K+].[C:7](#[N:16])[CH:8]=[CH:9][C:10]1[CH:15]=[CH:14][CH:13]=[CH:12][CH:11]=1.S([CH2:27][N+:28]#[C-])(C1C=CC(C)=CC=1)(=O)=O.[Cl-].[Na+], predict the reaction product. The product is: [C:10]1([C:9]2[C:8]([C:27]#[N:28])=[CH:7][NH:16][CH:1]=2)[CH:15]=[CH:14][CH:13]=[CH:12][CH:11]=1. (3) Given the reactants [NH:1]1[CH:5]=[CH:4][N:3]=[C:2]1[CH2:6][N:7]([CH2:14][C:15]1[CH:40]=[CH:39][C:18]([CH2:19][N:20]2[CH:24]([C:25]([OH:27])=[O:26])[CH2:23][C:22]3([CH2:32][CH2:31][N:30]([CH:33]4[CH2:38][CH2:37][CH2:36][CH2:35][CH2:34]4)[CH2:29][CH2:28]3)[CH2:21]2)=[CH:17][CH:16]=1)[CH2:8][C:9]1[NH:10][CH:11]=[CH:12][N:13]=1.S(Cl)(Cl)=O.[CH3:45]O, predict the reaction product. The product is: [NH:1]1[CH:5]=[CH:4][N:3]=[C:2]1[CH2:6][N:7]([CH2:14][C:15]1[CH:16]=[CH:17][C:18]([CH2:19][N:20]2[CH:24]([C:25]([O:27][CH3:45])=[O:26])[CH2:23][C:22]3([CH2:32][CH2:31][N:30]([CH:33]4[CH2:38][CH2:37][CH2:36][CH2:35][CH2:34]4)[CH2:29][CH2:28]3)[CH2:21]2)=[CH:39][CH:40]=1)[CH2:8][C:9]1[NH:13][CH:12]=[CH:11][N:10]=1. (4) Given the reactants [C:1]1([OH:7])[CH:6]=[CH:5][CH:4]=[CH:3][CH:2]=1.[Cl:8][CH2:9][CH2:10][C:11](Cl)=[O:12], predict the reaction product. The product is: [Cl:8][CH2:9][CH2:10][C:11]([O:7][C:1]1[CH:6]=[CH:5][CH:4]=[CH:3][CH:2]=1)=[O:12]. (5) Given the reactants [F:1][C:2]1[CH:12]=[CH:11][CH:10]=[CH:9][C:3]=1[NH:4][C:5]([O:7][CH3:8])=[O:6].[CH3:13][C:14]1(O)[CH2:19][CH2:18][CH2:17][CH2:16][CH2:15]1.CCCCCC, predict the reaction product. The product is: [F:1][C:2]1[CH:12]=[C:11]([C:14]2([CH3:13])[CH2:19][CH2:18][CH2:17][CH2:16][CH2:15]2)[CH:10]=[CH:9][C:3]=1[NH:4][C:5]([O:7][CH3:8])=[O:6]. (6) Given the reactants Cl[C:2]1[CH:11]=[CH:10][C:5]([C:6]([O:8][CH3:9])=[O:7])=[CH:4][C:3]=1[N+:12]([O-:14])=[O:13].[CH3:15][CH2:16][N:17](C(C)C)C(C)C.Cl.C(N)C, predict the reaction product. The product is: [CH3:9][O:8][C:6](=[O:7])[C:5]1[CH:10]=[CH:11][C:2]([NH:17][CH2:16][CH3:15])=[C:3]([N+:12]([O-:14])=[O:13])[CH:4]=1. (7) Given the reactants [NH2:1][C:2]1[CH:3]=[C:4]([CH:8]2[C:17]([CH3:19])([CH3:18])[CH2:16][C:15]3[C:10](=[CH:11][CH:12]=[C:13]([C:20]([O:22]C)=[O:21])[CH:14]=3)[NH:9]2)[CH:5]=[CH:6][CH:7]=1.[OH-].[Na+].C(OCC)(=O)C, predict the reaction product. The product is: [NH2:1][C:2]1[CH:3]=[C:4]([CH:8]2[C:17]([CH3:18])([CH3:19])[CH2:16][C:15]3[C:10](=[CH:11][CH:12]=[C:13]([C:20]([OH:22])=[O:21])[CH:14]=3)[NH:9]2)[CH:5]=[CH:6][CH:7]=1.